From a dataset of Forward reaction prediction with 1.9M reactions from USPTO patents (1976-2016). Predict the product of the given reaction. (1) Given the reactants [OH:1][C:2]1[CH:10]=[CH:9][CH:8]=[C:7]([CH3:11])[C:3]=1[C:4]([OH:6])=O.[Cl:12][C:13]1[CH:19]=[C:18]([S:20]([C:23]([F:26])([F:25])[F:24])(=[O:22])=[O:21])[CH:17]=[CH:16][C:14]=1[NH2:15], predict the reaction product. The product is: [Cl:12][C:13]1[CH:19]=[C:18]([S:20]([C:23]([F:24])([F:25])[F:26])(=[O:22])=[O:21])[CH:17]=[CH:16][C:14]=1[NH:15][C:4](=[O:6])[C:3]1[C:7]([CH3:11])=[CH:8][CH:9]=[CH:10][C:2]=1[OH:1]. (2) Given the reactants [NH2:1][C:2]1[S:3][C:4]([CH3:10])=[C:5]([CH3:9])[C:6]=1[C:7]#[N:8].[C:11]([N:19]=[C:20]=[O:21])(=[O:18])[C:12]1[CH:17]=[CH:16][CH:15]=[CH:14][CH:13]=1, predict the reaction product. The product is: [C:7]([C:6]1[C:5]([CH3:9])=[C:4]([CH3:10])[S:3][C:2]=1[NH:1][C:20]([NH:19][C:11](=[O:18])[C:12]1[CH:13]=[CH:14][CH:15]=[CH:16][CH:17]=1)=[O:21])#[N:8]. (3) Given the reactants [NH2:1][C:2]1[N:3]=[CH:4][C:5]([C:9]2[CH:14]=[CH:13][C:12]([C:15]3([C:21]#[N:22])[CH2:20][CH2:19][O:18][CH2:17][CH2:16]3)=[CH:11][CH:10]=2)=[N:6][C:7]=1Br.CC1(C)C(C)(C)OB([C:31]2[CH:32]=[CH:33][C:34]3[C:40](=[O:41])[NH:39][CH2:38][CH2:37][NH:36][C:35]=3[CH:42]=2)O1, predict the reaction product. The product is: [NH2:1][C:2]1[N:3]=[CH:4][C:5]([C:9]2[CH:14]=[CH:13][C:12]([C:15]3([C:21]#[N:22])[CH2:20][CH2:19][O:18][CH2:17][CH2:16]3)=[CH:11][CH:10]=2)=[N:6][C:7]=1[C:31]1[CH:32]=[CH:33][C:34]2[C:40](=[O:41])[NH:39][CH2:38][CH2:37][NH:36][C:35]=2[CH:42]=1. (4) Given the reactants [NH2:1][C:2]1[CH:3]=[C:4]([CH:27]=[C:28](Br)[CH:29]=1)[CH2:5][O:6][CH2:7][C:8]1([C:21]2[CH:26]=[CH:25][CH:24]=[CH:23][CH:22]=2)[CH2:13][CH2:12][N:11]([C:14]([O:16][C:17]([CH3:20])([CH3:19])[CH3:18])=[O:15])[CH2:10][CH2:9]1.[C:31]([C:33]1[CH:38]=[CH:37][C:36](B(O)O)=[CH:35][CH:34]=1)#[N:32].[OH-].[K+], predict the reaction product. The product is: [NH2:1][C:2]1[CH:3]=[C:4]([CH2:5][O:6][CH2:7][C:8]2([C:21]3[CH:26]=[CH:25][CH:24]=[CH:23][CH:22]=3)[CH2:13][CH2:12][N:11]([C:14]([O:16][C:17]([CH3:20])([CH3:19])[CH3:18])=[O:15])[CH2:10][CH2:9]2)[CH:27]=[C:28]([C:36]2[CH:37]=[CH:38][C:33]([C:31]#[N:32])=[CH:34][CH:35]=2)[CH:29]=1. (5) Given the reactants [I:1][C:2]1[CH:3]=[N:4][NH:5][CH:6]=1.C(=O)([O-])[O-].[K+].[K+].[CH2:13](Br)[C:14]1[CH:19]=[CH:18][CH:17]=[CH:16][CH:15]=1, predict the reaction product. The product is: [CH2:13]([N:4]1[CH:3]=[C:2]([I:1])[CH:6]=[N:5]1)[C:14]1[CH:19]=[CH:18][CH:17]=[CH:16][CH:15]=1. (6) Given the reactants [Cl-].[C:2]([C:4]1[CH:29]=[CH:28][C:7]([CH2:8][P+](C2C=CC=CC=2)(C2C=CC=CC=2)C2C=CC=CC=2)=[CH:6][CH:5]=1)#[N:3].[C:30]([O:34][C:35]([N:37]1[CH2:42][CH2:41][CH:40]([CH2:43][CH2:44][CH:45]=O)[CH2:39][CH2:38]1)=[O:36])([CH3:33])([CH3:32])[CH3:31], predict the reaction product. The product is: [C:30]([O:34][C:35]([N:37]1[CH2:42][CH2:41][CH:40]([CH2:43][CH2:44][CH2:45][CH2:8][C:7]2[CH:6]=[CH:5][C:4]([C:2]#[N:3])=[CH:29][CH:28]=2)[CH2:39][CH2:38]1)=[O:36])([CH3:33])([CH3:32])[CH3:31]. (7) Given the reactants [CH:1](=O)[C:2]1[CH:7]=[CH:6][CH:5]=[CH:4][CH:3]=1.[S:9]1[CH2:15][C:13](=[O:14])[NH:12][C:10]1=[S:11].C([O-])(=O)C.[Na+].O, predict the reaction product. The product is: [C:2]1([CH:1]=[C:15]2[S:9][C:10](=[S:11])[NH:12][C:13]2=[O:14])[CH:7]=[CH:6][CH:5]=[CH:4][CH:3]=1.